This data is from Catalyst prediction with 721,799 reactions and 888 catalyst types from USPTO. The task is: Predict which catalyst facilitates the given reaction. (1) Reactant: [NH2:1][C:2]1[C:7]([C:8]#[N:9])=[CH:6][CH:5]=[CH:4][N:3]=1.[C:10]1([CH2:16][CH2:17][CH2:18][CH2:19][CH2:20][C:21](Cl)=[O:22])[CH:15]=[CH:14][CH:13]=[CH:12][CH:11]=1.O. Product: [C:8]([C:7]1[C:2]([NH:1][C:21](=[O:22])[CH2:20][CH2:19][CH2:18][CH2:17][CH2:16][C:10]2[CH:11]=[CH:12][CH:13]=[CH:14][CH:15]=2)=[N:3][CH:4]=[CH:5][CH:6]=1)#[N:9]. The catalyst class is: 202. (2) Reactant: [CH3:1][O:2][C:3]1[CH:8]=[CH:7][C:6]([O:9][CH3:10])=[CH:5][C:4]=1[CH2:11][C:12]([OH:14])=[O:13].[N+:15]([O-])([OH:17])=[O:16]. Product: [CH3:1][O:2][C:3]1[CH:8]=[C:7]([N+:15]([O-:17])=[O:16])[C:6]([O:9][CH3:10])=[CH:5][C:4]=1[CH2:11][C:12]([OH:14])=[O:13]. The catalyst class is: 86.